Predict the reaction yield, written as a fraction of the theoretical maximum amount of product (1.0 means a 100% yield; for example, 0.34 means a 34% yield). From a dataset of Reaction yield outcomes from USPTO patents with 853,638 reactions. (1) The reactants are [CH3:1][C:2]12[CH2:15][N:3]1[C:4]1[CH:11]=[C:10]([N+:12]([O-])=O)[CH:9]=[CH:8][C:5]=1[O:6][CH2:7]2.O. The catalyst is CCO.O=[Pt]=O. The product is [CH3:1][C:2]1([CH3:15])[CH2:7][O:6][C:5]2[CH:8]=[CH:9][C:10]([NH2:12])=[CH:11][C:4]=2[NH:3]1. The yield is 0.980. (2) The reactants are [CH2:1]([N:7]1[C:19]2[CH:18]=[C:17]([CH2:20][OH:21])[CH:16]=[CH:15][C:14]=2[C:13]2[C:8]1=[CH:9][CH:10]=[CH:11][CH:12]=2)[CH2:2][CH2:3][CH2:4][CH2:5][CH3:6].[Cr](Cl)([O-])(=O)=O.[NH+]1C=CC=CC=1. The catalyst is ClCCl. The product is [CH2:1]([N:7]1[C:19]2[CH:18]=[C:17]([CH:20]=[O:21])[CH:16]=[CH:15][C:14]=2[C:13]2[C:8]1=[CH:9][CH:10]=[CH:11][CH:12]=2)[CH2:2][CH2:3][CH2:4][CH2:5][CH3:6]. The yield is 0.900. (3) The reactants are [OH:1][C:2]1[CH:3]=[C:4]2[C:9](=[CH:10][C:11]=1[O:12][CH3:13])[N:8]=[CH:7][C:6]([C:14]([NH2:16])=[O:15])=[C:5]2[NH:17][C:18]1[CH:23]=[CH:22][CH:21]=[C:20]([CH2:24][OH:25])[C:19]=1[CH3:26].Cl[CH2:28][CH2:29][CH2:30][N:31]1[CH2:36][CH2:35][O:34][CH2:33][CH2:32]1.C(=O)([O-])[O-].[Cs+].[Cs+]. The catalyst is CN(C=O)C. The product is [OH:25][CH2:24][C:20]1[C:19]([CH3:26])=[C:18]([CH:23]=[CH:22][CH:21]=1)[NH:17][C:5]1[C:4]2[C:9](=[CH:10][C:11]([O:12][CH3:13])=[C:2]([O:1][CH2:28][CH2:29][CH2:30][N:31]3[CH2:36][CH2:35][O:34][CH2:33][CH2:32]3)[CH:3]=2)[N:8]=[CH:7][C:6]=1[C:14]([NH2:16])=[O:15]. The yield is 0.380. (4) The reactants are [CH:1]1([C@@H:7]2[NH:12][C:11](=[O:13])[C@H:10]([CH2:14][CH:15]([CH3:17])[CH3:16])[NH:9][CH2:8]2)[CH2:6][CH2:5][CH2:4][CH2:3][CH2:2]1.[Cl:18][C:19]1[CH:24]=[CH:23][C:22]([C@@H:25]2[CH2:27][C@H:26]2[C:28](O)=[O:29])=[CH:21][CH:20]=1.C([C@@H]1N(C(=O)/C=C/C2C=CC=CC=2)C[C@H](CC(C)C)NC1=O)C(C)C. No catalyst specified. The product is [Cl:18][C:19]1[CH:20]=[CH:21][C:22]([C@@H:25]2[CH2:27][C@H:26]2[C:28]([N:9]2[CH2:8][C@H:7]([CH:1]3[CH2:2][CH2:3][CH2:4][CH2:5][CH2:6]3)[NH:12][C:11](=[O:13])[C@@H:10]2[CH2:14][CH:15]([CH3:17])[CH3:16])=[O:29])=[CH:23][CH:24]=1. The yield is 0.652. (5) The reactants are C([O:5][CH2:6][CH2:7][O:8][C:9]1[CH:10]=[C:11]([NH:17][CH:18]([C:30]2[CH:35]=[CH:34][CH:33]=[CH:32][CH:31]=2)[C:19]([C:21]2[C:29]3[C:24](=[CH:25][CH:26]=[CH:27][CH:28]=3)[NH:23][CH:22]=2)=[O:20])[CH:12]=[C:13]([O:15][CH3:16])[CH:14]=1)(C)(C)C.O1CCOCC1.C(=O)([O-])[O-].[K+].[K+]. The catalyst is Cl. The product is [OH:5][CH2:6][CH2:7][O:8][C:9]1[CH:10]=[C:11]([NH:17][CH:18]([C:30]2[CH:35]=[CH:34][CH:33]=[CH:32][CH:31]=2)[C:19]([C:21]2[C:29]3[C:24](=[CH:25][CH:26]=[CH:27][CH:28]=3)[NH:23][CH:22]=2)=[O:20])[CH:12]=[C:13]([O:15][CH3:16])[CH:14]=1. The yield is 0.190. (6) The reactants are [C:1]([O:5][C:6]([N:8]1[CH2:12][CH:11]=[C:10]([C:13]2[CH:18]=[C:17]([O:19][C:20]3[CH:25]=[CH:24][C:23]([NH:26][C:27](=[O:34])[C:28]4[CH:33]=[CH:32][CH:31]=[CH:30][CH:29]=4)=[CH:22][CH:21]=3)[C:16]([C:35](=[O:37])[NH2:36])=[CH:15][N:14]=2)[CH2:9]1)=[O:7])([CH3:4])([CH3:3])[CH3:2]. The catalyst is CO.C1COCC1.[Pd]. The product is [C:1]([O:5][C:6]([N:8]1[CH2:12][CH2:11][CH:10]([C:13]2[CH:18]=[C:17]([O:19][C:20]3[CH:25]=[CH:24][C:23]([NH:26][C:27](=[O:34])[C:28]4[CH:33]=[CH:32][CH:31]=[CH:30][CH:29]=4)=[CH:22][CH:21]=3)[C:16]([C:35](=[O:37])[NH2:36])=[CH:15][N:14]=2)[CH2:9]1)=[O:7])([CH3:4])([CH3:2])[CH3:3]. The yield is 0.815. (7) The reactants are [CH3:1][N:2]1[CH2:7][CH2:6][N:5]2[N:8]=[C:9]([NH2:11])[CH:10]=[C:4]2[CH2:3]1.Br[C:13]1[C:14](=[O:21])[N:15]([CH3:20])[N:16]=[C:17]([Cl:19])[CH:18]=1.C(=O)([O-])[O-].[Cs+].[Cs+].CC1(C)C2C(=C(P(C3C=CC=CC=3)C3C=CC=CC=3)C=CC=2)OC2C(P(C3C=CC=CC=3)C3C=CC=CC=3)=CC=CC1=2. The catalyst is C1C=CC(/C=C/C(/C=C/C2C=CC=CC=2)=O)=CC=1.C1C=CC(/C=C/C(/C=C/C2C=CC=CC=2)=O)=CC=1.C1C=CC(/C=C/C(/C=C/C2C=CC=CC=2)=O)=CC=1.[Pd].[Pd].O1CCOCC1. The product is [Cl:19][C:17]1[CH:18]=[C:13]([NH:11][C:9]2[CH:10]=[C:4]3[CH2:3][N:2]([CH3:1])[CH2:7][CH2:6][N:5]3[N:8]=2)[C:14](=[O:21])[N:15]([CH3:20])[N:16]=1. The yield is 0.600. (8) The reactants are [C:1]1([C:7](=O)[CH2:8][C:9]2[CH:14]=[CH:13][CH:12]=[CH:11][CH:10]=2)[CH:6]=[CH:5][CH:4]=[CH:3][CH:2]=1.[Br:16][C:17]1[CH:18]=[C:19]([CH:22]=[C:23]([O:26][CH2:27][CH3:28])[C:24]=1[OH:25])[CH:20]=O.[NH2:29][C:30]([NH2:32])=[O:31].Cl. The catalyst is CCO. The product is [Br:16][C:17]1[CH:18]=[C:19]([CH:20]2[C:8]([C:9]3[CH:14]=[CH:13][CH:12]=[CH:11][CH:10]=3)=[C:7]([C:1]3[CH:6]=[CH:5][CH:4]=[CH:3][CH:2]=3)[NH:32][C:30](=[O:31])[NH:29]2)[CH:22]=[C:23]([O:26][CH2:27][CH3:28])[C:24]=1[OH:25]. The yield is 0.110. (9) The product is [O:1]=[C:2]1[CH2:6][CH2:5][CH2:4][CH:3]1[C:7]([O:9][CH2:10][C:11]1[CH:17]=[CH:18][CH:13]=[CH:14][CH:15]=1)=[O:8]. The yield is 0.930. No catalyst specified. The reactants are [O:1]=[C:2]1[CH2:6][CH2:5][CH2:4][CH:3]1[C:7]([O:9][CH2:10][CH3:11])=[O:8].C(O)[C:13]1[CH:18]=[CH:17]C=[CH:15][CH:14]=1.